Dataset: Experimentally validated miRNA-target interactions with 360,000+ pairs, plus equal number of negative samples. Task: Binary Classification. Given a miRNA mature sequence and a target amino acid sequence, predict their likelihood of interaction. Result: 1 (interaction). The protein sequence of the target gene is MEGTEAAAAKPAGGSPQGPKTGSGTASPVEGTSAVEWSGPEPQLDNGHPPRPWPCPQENRTSSLMAPQPPRVWGVQLQGPSVLESKVRALKEKMTVAKQGVSPCSASQEWSSPKKPQCRRGKAGRAGTPSEGSFLPGAVVAPRTQNLPDGQLDGSINEEQPARDGGPRLPRPPAPGREYCNRGSPWPPEAEWTLPDHDRGPLLGPSSLQQSPIHGVTPGRPGGPGHCNKIIHIPSPRTGRSYPFPDGVVTEADLDSTSLTSEEVFVPRTALLGERWRAGDLEALGAGSSVLSLSDRVERN.... The miRNA is hsa-miR-4279 with sequence CUCUCCUCCCGGCUUC.